Dataset: Reaction yield outcomes from USPTO patents with 853,638 reactions. Task: Predict the reaction yield, written as a fraction of the theoretical maximum amount of product (1.0 means a 100% yield; for example, 0.34 means a 34% yield). (1) The reactants are Cl[C:2]1[N:11]=[CH:10][C:9]2[N:8]3[CH:12]=[N:13][N:14]=[C:7]3[C@@H:6]([CH2:15][CH3:16])[N:5]([CH:17]3[CH2:21][CH2:20][CH2:19][CH2:18]3)[C:4]=2[N:3]=1.[OH-].[NH4+:23]. No catalyst specified. The product is [CH:17]1([N:5]2[C:4]3[N:3]=[C:2]([NH2:23])[N:11]=[CH:10][C:9]=3[N:8]3[CH:12]=[N:13][N:14]=[C:7]3[C@H:6]2[CH2:15][CH3:16])[CH2:21][CH2:20][CH2:19][CH2:18]1. The yield is 0.360. (2) The reactants are [C:1]([O:5][C:6](=[O:25])[N:7]([CH2:9][C:10]1[CH:14]=[C:13]([Br:15])[N:12](S(C2C=CC=CC=2)(=O)=O)[CH:11]=1)[CH3:8])([CH3:4])([CH3:3])[CH3:2].O. The catalyst is O1CCCC1.CO.[OH-].[Na+]. The product is [Br:15][C:13]1[NH:12][CH:11]=[C:10]([CH2:9][N:7]([CH3:8])[C:6](=[O:25])[O:5][C:1]([CH3:2])([CH3:3])[CH3:4])[CH:14]=1. The yield is 0.610. (3) The reactants are C[Si](Cl)(C)C.[C:6]([O:10][C:11]([NH:13][C@@H:14]([CH2:19]I)[C:15]([O:17][CH3:18])=[O:16])=[O:12])([CH3:9])([CH3:8])[CH3:7].FC(F)(F)S(O[C:27]1[CH2:31][CH2:30][CH2:29][CH:28]=1)(=O)=O. The catalyst is CN(C=O)C.[Cl-].[Na+].O.[Zn].C1C=CC(P(C2C=CC=CC=2)[C-]2C=CC=C2)=CC=1.C1C=CC(P(C2C=CC=CC=2)[C-]2C=CC=C2)=CC=1.Cl[Pd]Cl.[Fe+2]. The product is [C:6]([O:10][C:11]([NH:13][C@@H:14]([CH2:19][C:27]1[CH2:31][CH2:30][CH2:29][CH:28]=1)[C:15]([O:17][CH3:18])=[O:16])=[O:12])([CH3:9])([CH3:8])[CH3:7]. The yield is 0.720. (4) The product is [OH:36][CH2:37][CH2:38][N+:39]([CH3:42])([CH3:41])[CH3:40].[OH:36][CH2:37][CH2:38][N+:39]([CH3:42])([CH3:41])[CH3:40].[OH:1][C:2]1[C:7]([NH:8]/[N:9]=[C:10]2/[C:11]([CH3:26])=[N:12][N:13]([C:16]3[CH:25]=[CH:24][C:23]4[CH2:22][CH2:21][CH2:20][CH2:19][C:18]=4[CH:17]=3)[C:14]/2=[O:15])=[CH:6][CH:5]=[CH:4][C:3]=1[C:27]1[O:31][C:30]([C:32]([OH:34])=[O:33])=[CH:29][CH:28]=1. The yield is 0.966. The reactants are [OH:1][C:2]1[C:7]([NH:8]/[N:9]=[C:10]2/[C:11]([CH3:26])=[N:12][N:13]([C:16]3[CH:25]=[CH:24][C:23]4[CH2:22][CH2:21][CH2:20][CH2:19][C:18]=4[CH:17]=3)[C:14]/2=[O:15])=[CH:6][CH:5]=[CH:4][C:3]=1[C:27]1[O:31][C:30]([C:32]([OH:34])=[O:33])=[CH:29][CH:28]=1.[OH-].[OH:36][CH2:37][CH2:38][N+:39]([CH3:42])([CH3:41])[CH3:40].CO. The catalyst is O1CCCC1. (5) The reactants are [CH2:1]([O:3][C:4](=[O:19])[C:5]1[CH:10]=[CH:9][C:8]([O:11][CH:12]2[CH2:17][CH2:16][CH:15]([NH2:18])[CH2:14][CH2:13]2)=[CH:7][CH:6]=1)[CH3:2].[CH:20]1([C:23](Cl)=[O:24])[CH2:22][CH2:21]1.O. The catalyst is C(Cl)Cl. The product is [CH2:1]([O:3][C:4](=[O:19])[C:5]1[CH:6]=[CH:7][C:8]([O:11][CH:12]2[CH2:17][CH2:16][CH:15]([NH:18][C:23]([CH:20]3[CH2:22][CH2:21]3)=[O:24])[CH2:14][CH2:13]2)=[CH:9][CH:10]=1)[CH3:2]. The yield is 0.910.